From a dataset of Antibody developability classification from SAbDab with 2,409 antibodies. Regression/Classification. Given an antibody's heavy chain and light chain sequences, predict its developability. TAP uses regression for 5 developability metrics; SAbDab uses binary classification. Result: 0 (not developable). The antibody is ['EVQLVESGGGLVQPGGSLRLSCAASGFNLSYSSMHWVRQAPGKGLEWVAYISPSYGYTSYADSVKGRFTISADTSKNTAYLQMNSLRAEDTAVYYCARSWEAYWRWSAMDYWGQGTLVTVSS', 'DIQMTQSPSSLSASVGDRVTITCRASQSVSSAVAWYQQKPGKAPKLLIYSASSLYSGVPSRFSGSGSGTDFTLTISSLQPEDFATYYCQQYSYSLLTFGQGTKVEIK'].